Predict the reaction yield, written as a fraction of the theoretical maximum amount of product (1.0 means a 100% yield; for example, 0.34 means a 34% yield). From a dataset of Reaction yield outcomes from USPTO patents with 853,638 reactions. (1) The reactants are C([Li])(C)(C)C.[C:6]([Si:10]([O:13][C@H:14](/[CH:20]=[CH:21]/I)[CH2:15][CH2:16][CH2:17][CH2:18][CH3:19])([CH3:12])[CH3:11])([CH3:9])([CH3:8])[CH3:7].[CH3:23][O:24][C:25](=[O:46])[CH2:26][S:27][CH2:28][CH2:29][CH2:30][S:31][C:32]1[C:36](=[O:37])[CH2:35][C@@H:34]([O:38][Si:39]([C:42]([CH3:45])([CH3:44])[CH3:43])([CH3:41])[CH3:40])[CH:33]=1.[NH4+].[Cl-]. The catalyst is CCCCC.CCOCC.C1COCC1. The product is [CH3:23][O:24][C:25](=[O:46])[CH2:26][S:27][CH2:28][CH2:29][CH2:30][S:31][C@H:32]1[C:36](=[O:37])[CH2:35][C@@H:34]([O:38][Si:39]([C:42]([CH3:43])([CH3:45])[CH3:44])([CH3:41])[CH3:40])[C@@H:33]1/[CH:21]=[CH:20]/[C@@H:14]([O:13][Si:10]([C:6]([CH3:7])([CH3:9])[CH3:8])([CH3:11])[CH3:12])[CH2:15][CH2:16][CH2:17][CH2:18][CH3:19]. The yield is 0.390. (2) The reactants are C(OC([NH:8][C@H:9]([C:39]([O:41][CH:42]1[CH2:46][CH2:45][CH2:44][CH2:43]1)=[O:40])[CH2:10][CH2:11][O:12][C:13]1[CH:18]=[CH:17][C:16]([NH:19][C:20]2[N:29]=[CH:28][C:27]3[N:26]([CH3:30])[C:25](=[O:31])[C@@H:24]([CH2:32][CH3:33])[N:23]([CH:34]4[CH2:38][CH2:37][CH2:36][CH2:35]4)[C:22]=3[N:21]=2)=[CH:15][CH:14]=1)=O)(C)(C)C.Cl.O1CCOCC1. The catalyst is CCOCC. The product is [CH:34]1([N:23]2[C:22]3[N:21]=[C:20]([NH:19][C:16]4[CH:15]=[CH:14][C:13]([O:12][CH2:11][CH2:10][C@@H:9]([C:39]([O:41][CH:42]5[CH2:43][CH2:44][CH2:45][CH2:46]5)=[O:40])[NH2:8])=[CH:18][CH:17]=4)[N:29]=[CH:28][C:27]=3[N:26]([CH3:30])[C:25](=[O:31])[C@H:24]2[CH2:32][CH3:33])[CH2:35][CH2:36][CH2:37][CH2:38]1. The yield is 0.600. (3) The reactants are [OH:1][C:2]1[CH:11]=[CH:10][C:5]([C:6]([O:8][CH3:9])=[O:7])=[CH:4][CH:3]=1.C(=O)([O-])[O-].[K+].[K+].[CH2:18](Br)[C:19]1[CH:24]=[CH:23][CH:22]=[CH:21][CH:20]=1. The catalyst is CC(C)=O. The product is [CH3:9][O:8][C:6](=[O:7])[C:5]1[CH:4]=[CH:3][C:2]([O:1][CH2:18][C:19]2[CH:24]=[CH:23][CH:22]=[CH:21][CH:20]=2)=[CH:11][CH:10]=1. The yield is 1.00.